This data is from Catalyst prediction with 721,799 reactions and 888 catalyst types from USPTO. The task is: Predict which catalyst facilitates the given reaction. (1) Reactant: Cl.[F:2][C:3]([F:20])([F:19])[CH2:4][NH:5][C:6]([C:8]1[S:9][C:10]([CH:14]2OCC[O:15]2)=[CH:11][C:12]=1[CH3:13])=[O:7]. Product: [F:20][C:3]([F:2])([F:19])[CH2:4][NH:5][C:6]([C:8]1[S:9][C:10]([CH:14]=[O:15])=[CH:11][C:12]=1[CH3:13])=[O:7]. The catalyst class is: 21. (2) The catalyst class is: 19. Reactant: [C:1]([C:3]1[CH:11]=[C:10]2[C:6]([C:7](/[CH:12]=[CH:13]/[C:14]([O:16][CH2:17][CH3:18])=[O:15])=[CH:8][NH:9]2)=[CH:5][C:4]=1[F:19])#[N:2]. Product: [C:1]([C:3]1[CH:11]=[C:10]2[C:6]([C:7]([CH2:12][CH2:13][C:14]([O:16][CH2:17][CH3:18])=[O:15])=[CH:8][NH:9]2)=[CH:5][C:4]=1[F:19])#[N:2]. (3) Reactant: [O:1]1[CH2:5][CH2:4][O:3][CH:2]1[C:6]1[CH:7]=[C:8]([C:12]([CH3:16])([CH3:15])[CH2:13][OH:14])[CH:9]=[CH:10][CH:11]=1.[H-].[Na+].[CH3:19]I. The catalyst class is: 1. Product: [CH3:19][O:14][CH2:13][C:12]([C:8]1[CH:7]=[C:6]([CH:2]2[O:3][CH2:4][CH2:5][O:1]2)[CH:11]=[CH:10][CH:9]=1)([CH3:16])[CH3:15]. (4) Reactant: [C:1]([O:5][C:6]([N:8]1[CH2:13][CH:12]=[C:11]([C:14]2[CH:19]=[CH:18][C:17]([CH2:20][CH:21]([NH:23][C:24](=[O:26])[CH3:25])[CH3:22])=[CH:16][CH:15]=2)[CH2:10][CH2:9]1)=[O:7])([CH3:4])([CH3:3])[CH3:2]. Product: [C:1]([O:5][C:6]([N:8]1[CH2:9][CH2:10][CH:11]([C:14]2[CH:19]=[CH:18][C:17]([CH2:20][CH:21]([NH:23][C:24](=[O:26])[CH3:25])[CH3:22])=[CH:16][CH:15]=2)[CH2:12][CH2:13]1)=[O:7])([CH3:2])([CH3:3])[CH3:4]. The catalyst class is: 19.